From a dataset of Forward reaction prediction with 1.9M reactions from USPTO patents (1976-2016). Predict the product of the given reaction. (1) Given the reactants [CH3:1][C:2]1[S:6][C:5]2[NH:7][C:8]3[CH:9]=[CH:10][CH:11]=[CH:12][C:13]=3[N:14]=[C:15]([N:16]3[CH2:21][CH2:20][N:19]([CH3:22])[CH2:18][CH2:17]3)[C:4]=2[CH:3]=1.C([O-])(=O)C([O-])=O.Cl.C, predict the reaction product. The product is: [CH3:1][C:2]1[S:6][C:5]2[NH:7][C:8]3[CH:9]=[CH:10][CH:11]=[CH:12][C:13]=3[N:14]=[C:15]([N:16]3[CH2:17][CH2:18][N:19]([CH3:22])[CH2:20][CH2:21]3)[C:4]=2[CH:3]=1. (2) The product is: [CH2:3]([N:2]([CH3:1])[C:7](=[O:8])[O:9][CH:10]([CH3:12])[CH3:11])[CH:4]=[CH2:5]. Given the reactants [CH3:1][NH:2][CH2:3][CH:4]=[CH2:5].Cl[C:7]([O:9][CH:10]([CH3:12])[CH3:11])=[O:8].C(N(CC)CC)C, predict the reaction product. (3) Given the reactants [C@H:1]12[CH2:6][C@H:5]1[CH2:4][NH:3][C@@H:2]2[CH2:7][NH:8][C:9]([C:11]1[CH:12]=[CH:13][CH:14]=[C:15]2[O:19][CH:18]=[CH:17][C:16]=12)=[O:10].[F:20][C:21]([F:32])([F:31])[C:22]1[CH:30]=[CH:29][CH:28]=[CH:27][C:23]=1[C:24](O)=[O:25], predict the reaction product. The product is: [F:20][C:21]([F:31])([F:32])[C:22]1[CH:30]=[CH:29][CH:28]=[CH:27][C:23]=1[C:24]([N:3]1[CH2:4][C@H:5]2[C@H:1]([CH2:6]2)[C@H:2]1[CH2:7][NH:8][C:9]([C:11]1[CH:12]=[CH:13][CH:14]=[C:15]2[O:19][CH:18]=[CH:17][C:16]=12)=[O:10])=[O:25]. (4) Given the reactants [CH3:1][O:2][C:3]1[N:8]=[C:7]([N:9]2[CH2:14][CH2:13][N:12]([CH3:15])[CH2:11][CH2:10]2)[C:6]([N+:16]([O-])=O)=[CH:5][CH:4]=1.C1CCCCC=1, predict the reaction product. The product is: [CH3:1][O:2][C:3]1[N:8]=[C:7]([N:9]2[CH2:14][CH2:13][N:12]([CH3:15])[CH2:11][CH2:10]2)[C:6]([NH2:16])=[CH:5][CH:4]=1. (5) Given the reactants [CH3:1][CH:2]([N:4]1[C:12](/[CH:13]=[CH:14]/[CH:15]([OH:23])[CH2:16][CH:17]([OH:22])[CH2:18][C:19](O)=[O:20])=[C:11]([C:24]2[CH:25]=[CH:26][C:27]([F:30])=[CH:28][CH:29]=2)[C:10]2[CH:9]=[CH:8][CH:7]=[CH:6][C:5]1=2)[CH3:3].[NH2:31][OH:32].O.CO, predict the reaction product. The product is: [F:30][C:27]1[CH:28]=[CH:29][C:24]([C:11]2[C:10]3[C:5](=[CH:6][CH:7]=[CH:8][CH:9]=3)[N:4]([CH:2]([CH3:3])[CH3:1])[C:12]=2/[CH:13]=[CH:14]/[C@@H:15]([OH:23])[CH2:16][C@@H:17]([OH:22])[CH2:18][C:19]([NH:31][OH:32])=[O:20])=[CH:25][CH:26]=1.